Dataset: Forward reaction prediction with 1.9M reactions from USPTO patents (1976-2016). Task: Predict the product of the given reaction. (1) Given the reactants C(OC(=O)[NH:6][C:7]1[CH:12]=[CH:11][CH:10]=[C:9]([C:13]2[N:14]=[C:15]([N:25]3[CH2:30][CH2:29][O:28][CH2:27][CH2:26]3)[S:16][C:17]=2[C:18]2[CH:23]=[CH:22][N:21]=[C:20]([Cl:24])[N:19]=2)[C:8]=1[O:31][CH3:32])C=C.C(O)(=O)C.C([SnH](CCCC)CCCC)CCC, predict the reaction product. The product is: [Cl:24][C:20]1[N:19]=[C:18]([C:17]2[S:16][C:15]([N:25]3[CH2:26][CH2:27][O:28][CH2:29][CH2:30]3)=[N:14][C:13]=2[C:9]2[C:8]([O:31][CH3:32])=[C:7]([CH:12]=[CH:11][CH:10]=2)[NH2:6])[CH:23]=[CH:22][N:21]=1. (2) Given the reactants [Br:1][C:2]1[CH:11]=[C:10]2[C:5]([CH:6]=[C:7]([CH3:13])[CH:8]=[C:9]2[OH:12])=[CH:4][CH:3]=1.O.[C:15]([O:19][CH:20]1[CH:25]([CH:26]([CH3:28])[CH3:27])[CH2:24][CH2:23][C@@H:22]([CH3:29])[CH2:21]1)(=[O:18])[CH:16]=[O:17].C(O)(=O)C.C(#N)C, predict the reaction product. The product is: [Br:1][C:2]1[CH:11]=[C:10]2[C:5]([CH:6]=[C:7]([CH3:13])[C:8]([C@H:16]([OH:17])[C:15]([O:19][C@@H:20]3[CH2:21][C@H:22]([CH3:29])[CH2:23][CH2:24][C@H:25]3[CH:26]([CH3:28])[CH3:27])=[O:18])=[C:9]2[OH:12])=[CH:4][CH:3]=1. (3) Given the reactants [Br:1][C:2]1[CH:12]=[N:11][C:5]2[NH:6][CH2:7][CH2:8][NH:9][CH2:10][C:4]=2[CH:3]=1.CCN(CC)CC.[C:20]([O:24][C:25](O[C:25]([O:24][C:20]([CH3:23])([CH3:22])[CH3:21])=[O:26])=[O:26])([CH3:23])([CH3:22])[CH3:21], predict the reaction product. The product is: [C:20]([O:24][C:25]([N:9]1[CH2:10][C:4]2[CH:3]=[C:2]([Br:1])[CH:12]=[N:11][C:5]=2[NH:6][CH2:7][CH2:8]1)=[O:26])([CH3:23])([CH3:22])[CH3:21]. (4) Given the reactants N1C=CN=C1.[I:6][C:7]1[CH:8]=[C:9]([OH:13])[CH:10]=[CH:11][CH:12]=1.[C:14]([Si:18](Cl)([CH3:20])[CH3:19])([CH3:17])([CH3:16])[CH3:15], predict the reaction product. The product is: [C:14]([Si:18]([O:13][C:9]1[CH:10]=[CH:11][CH:12]=[C:7]([I:6])[CH:8]=1)([CH3:20])[CH3:19])([CH3:17])([CH3:16])[CH3:15]. (5) Given the reactants [N+:1]([CH3:4])([O-:3])=[O:2].[CH2:5]1[CH2:15][CH2:14]N2C(=NCCC2)CC1.[CH3:16][CH2:17][O:18][C:19]([CH3:21])=[O:20], predict the reaction product. The product is: [N+:1]([CH2:4][C:15]1([CH2:21][C:19]([O:18][CH2:17][CH3:16])=[O:20])[CH2:5][CH2:14]1)([O-:3])=[O:2]. (6) Given the reactants [Br:1][C:2]1[CH:7]=[CH:6][C:5]([S:8](Cl)(=[O:10])=[O:9])=[C:4]([Cl:12])[CH:3]=1.[CH3:13][N:14]1[CH2:19][CH2:18][NH:17][CH2:16][CH2:15]1, predict the reaction product. The product is: [Br:1][C:2]1[CH:7]=[CH:6][C:5]([S:8]([N:17]2[CH2:18][CH2:19][N:14]([CH3:13])[CH2:15][CH2:16]2)(=[O:10])=[O:9])=[C:4]([Cl:12])[CH:3]=1.